Dataset: Catalyst prediction with 721,799 reactions and 888 catalyst types from USPTO. Task: Predict which catalyst facilitates the given reaction. The catalyst class is: 61. Reactant: [CH:1]1([C:4]2[N:8]=[C:7]([C:9]3[C:10]4[CH2:28][CH2:27][CH2:26][CH2:25][C:11]=4[S:12][C:13]=3[NH:14]C(C3CCCC=3C(O)=O)=O)[S:6][N:5]=2)[CH2:3][CH2:2]1.[CH:29]12[CH2:36][CH2:35][CH:32]([CH2:33][CH2:34]1)[C:31]1[C:37]([O:39][C:40](=[O:41])[C:30]2=1)=[O:38]. Product: [CH:1]1([C:4]2[N:8]=[C:7]([C:9]3[C:10]4[CH2:28][CH2:27][CH2:26][CH2:25][C:11]=4[S:12][C:13]=3[NH:14][C:40]([C:30]3[CH:29]4[CH2:36][CH2:35][CH:32]([CH2:33][CH2:34]4)[C:31]=3[C:37]([OH:39])=[O:38])=[O:41])[S:6][N:5]=2)[CH2:3][CH2:2]1.